This data is from Forward reaction prediction with 1.9M reactions from USPTO patents (1976-2016). The task is: Predict the product of the given reaction. (1) Given the reactants [CH:1]1([C:4]([CH:6]2[CH2:8][CH2:7]2)=[O:5])[CH2:3][CH2:2]1.[C:9]([Mg]Br)#[CH:10].[Cl-].[NH4+].Cl, predict the reaction product. The product is: [CH:1]1([C:4]([CH:6]2[CH2:8][CH2:7]2)([OH:5])[C:9]#[CH:10])[CH2:3][CH2:2]1. (2) The product is: [CH3:2][O:3][C:4]([C@@H:6]1[CH2:15][C:14]2[C:9](=[CH:10][C:11]([OH:17])=[C:12]([OH:16])[CH:13]=2)[CH2:8][N:7]1[C:18]([O:20][C:21]([CH3:24])([CH3:23])[CH3:22])=[O:19])=[O:5]. Given the reactants Cl.[CH3:2][O:3][C:4]([C@@H:6]1[CH2:15][C:14]2[C:9](=[CH:10][C:11]([OH:17])=[C:12]([OH:16])[CH:13]=2)[CH2:8][NH:7]1)=[O:5].[C:18](O[C:18]([O:20][C:21]([CH3:24])([CH3:23])[CH3:22])=[O:19])([O:20][C:21]([CH3:24])([CH3:23])[CH3:22])=[O:19].C([O-])(O)=O.[Na+].CCOC(C)=O, predict the reaction product.